From a dataset of Forward reaction prediction with 1.9M reactions from USPTO patents (1976-2016). Predict the product of the given reaction. (1) Given the reactants [OH:1][CH2:2][CH2:3][N:4]([CH2:17][C:18]([F:21])([F:20])[F:19])[C:5]1[CH:12]=[CH:11][C:8]([C:9]#[N:10])=[C:7]([C:13]([F:16])([F:15])[F:14])[CH:6]=1.[CH3:22][O:23][C:24]1[CH:29]=[CH:28][C:27]([CH2:30][O:31][C:32]2[N:37]=[CH:36][C:35](O)=[CH:34][CH:33]=2)=[CH:26][CH:25]=1.C1C=CC(P(C2C=CC=CC=2)C2C=CC=CC=2)=CC=1, predict the reaction product. The product is: [CH3:22][O:23][C:24]1[CH:29]=[CH:28][C:27]([CH2:30][O:31][C:32]2[N:37]=[CH:36][C:35]([O:1][CH2:2][CH2:3][N:4]([CH2:17][C:18]([F:19])([F:20])[F:21])[C:5]3[CH:12]=[CH:11][C:8]([C:9]#[N:10])=[C:7]([C:13]([F:15])([F:16])[F:14])[CH:6]=3)=[CH:34][CH:33]=2)=[CH:26][CH:25]=1. (2) Given the reactants [C:1]([O:5][C:6](=[O:28])[NH:7][CH2:8][C:9]1[CH:14]=[CH:13][C:12]([CH2:15][NH:16][CH2:17][CH2:18][CH2:19][CH2:20][N:21]([CH2:25][CH2:26][CH3:27])[CH2:22][CH2:23][CH3:24])=[CH:11][CH:10]=1)([CH3:4])([CH3:3])[CH3:2].C(N(CC)CC)C.[CH3:36][S:37](Cl)(=[O:39])=[O:38], predict the reaction product. The product is: [C:1]([O:5][C:6](=[O:28])[NH:7][CH2:8][C:9]1[CH:10]=[CH:11][C:12]([CH2:15][N:16]([CH2:17][CH2:18][CH2:19][CH2:20][N:21]([CH2:22][CH2:23][CH3:24])[CH2:25][CH2:26][CH3:27])[S:37]([CH3:36])(=[O:39])=[O:38])=[CH:13][CH:14]=1)([CH3:3])([CH3:4])[CH3:2].